This data is from Catalyst prediction with 721,799 reactions and 888 catalyst types from USPTO. The task is: Predict which catalyst facilitates the given reaction. (1) Reactant: [CH3:1][C:2]1([CH3:35])[CH2:6][C:5]2[CH:7]=[CH:8][CH:9]=[C:10]([CH2:11][N:12]3[CH2:34][CH2:33][C:15]4([CH2:20][CH2:19][N:18]([C:21]([C:23]5[CH:28]=[CH:27][CH:26]=[CH:25][C:24]=5[CH2:29][C:30]([OH:32])=O)=[O:22])[CH2:17][CH2:16]4)[CH2:14][CH2:13]3)[C:4]=2[O:3]1.Cl.CN(C(ON1N=NC2C=CC=NC1=2)=[N+](C)C)C.F[P-](F)(F)(F)(F)F.[NH:61]1[CH2:68][CH2:67][CH2:66][C@@H:62]1[C:63]([NH2:65])=[O:64].C(N(CC)CC)C. Product: [CH3:35][C:2]1([CH3:1])[CH2:6][C:5]2[CH:7]=[CH:8][CH:9]=[C:10]([CH2:11][N:12]3[CH2:34][CH2:33][C:15]4([CH2:20][CH2:19][N:18]([C:21]([C:23]5[CH:28]=[CH:27][CH:26]=[CH:25][C:24]=5[CH2:29][C:30]([N:61]5[CH2:68][CH2:67][CH2:66][C@@H:62]5[C:63]([NH2:65])=[O:64])=[O:32])=[O:22])[CH2:17][CH2:16]4)[CH2:14][CH2:13]3)[C:4]=2[O:3]1. The catalyst class is: 10. (2) Reactant: Cl[C:2]1[N:10]2[CH:11]([C:14]3[CH:15]=[N:16][CH:17]=[CH:18][CH:19]=3)[CH2:12][O:13][C:8]3=[C:9]2[C:4](=[CH:5][CH:6]=[C:7]3[C:20]2[C:21]([CH3:26])=[N:22][O:23][C:24]=2[CH3:25])[N:3]=1.[CH2:27]1[C@@H:31]([OH:32])[CH2:30][NH:29][CH2:28]1. Product: [CH3:26][C:21]1[C:20]([C:7]2[C:8]3[O:13][CH2:12][CH:11]([C:14]4[CH:15]=[N:16][CH:17]=[CH:18][CH:19]=4)[N:10]4[C:2]([N:29]5[CH2:28][CH2:27][C@@H:31]([OH:32])[CH2:30]5)=[N:3][C:4]([C:9]=34)=[CH:5][CH:6]=2)=[C:24]([CH3:25])[O:23][N:22]=1. The catalyst class is: 5. (3) Reactant: [CH3:1][CH2:2][O:3][C:4]([C:6]1[CH:11]([C:12]2[CH:13]=[CH:14][CH:15]=[CH:16][C:17]=2[Cl:18])[C:10]([C:19]([O:21][CH3:22])=[O:20])=[C:9]([CH3:23])[NH:8][C:7]=1[CH2:24][O:25][CH2:26][CH2:27][NH2:28])=[O:5].C1C=CC(S(O)(=O)=O)=CC=1.O.[OH-].[Na+]. Product: [CH3:1][CH2:2][O:3][C:4]([C:6]1[CH:11]([C:12]2[C:17]([Cl:18])=[CH:16][CH:15]=[CH:14][CH:13]=2)[C:10]([C:19]([O:21][CH3:22])=[O:20])=[C:9]([CH3:23])[NH:8][C:7]=1[CH2:24][O:25][CH2:26][CH2:27][NH2:28])=[O:5]. The catalyst class is: 2. (4) Reactant: [Cl:1][CH2:2][CH2:3][CH2:4][C:5]1[CH:6]=[C:7]2[C:12](=[CH:13][CH:14]=1)[NH:11][C:10](=O)[C:9]([CH3:17])([CH3:16])[CH2:8]2.B.C1COCC1. Product: [Cl:1][CH2:2][CH2:3][CH2:4][C:5]1[CH:6]=[C:7]2[C:12](=[CH:13][CH:14]=1)[NH:11][CH2:10][C:9]([CH3:17])([CH3:16])[CH2:8]2. The catalyst class is: 1. (5) The catalyst class is: 2. Reactant: [NH2:1][CH2:2][CH2:3][OH:4].[CH3:5][C:6]([O:9][C:10](O[C:10]([O:9][C:6]([CH3:8])([CH3:7])[CH3:5])=[O:11])=[O:11])([CH3:8])[CH3:7].CO. Product: [OH:4][CH2:3][CH2:2][NH:1][C:10](=[O:11])[O:9][C:6]([CH3:8])([CH3:7])[CH3:5].